This data is from NCI-60 drug combinations with 297,098 pairs across 59 cell lines. The task is: Regression. Given two drug SMILES strings and cell line genomic features, predict the synergy score measuring deviation from expected non-interaction effect. Drug 1: CC(CN1CC(=O)NC(=O)C1)N2CC(=O)NC(=O)C2. Drug 2: CC1=C2C(C(=O)C3(C(CC4C(C3C(C(C2(C)C)(CC1OC(=O)C(C(C5=CC=CC=C5)NC(=O)OC(C)(C)C)O)O)OC(=O)C6=CC=CC=C6)(CO4)OC(=O)C)O)C)O. Cell line: RXF 393. Synergy scores: CSS=12.9, Synergy_ZIP=-12.3, Synergy_Bliss=-12.8, Synergy_Loewe=-11.5, Synergy_HSA=-9.60.